Dataset: Forward reaction prediction with 1.9M reactions from USPTO patents (1976-2016). Task: Predict the product of the given reaction. Given the reactants [NH2:1][CH2:2][C@@H:3]([C:22]([OH:24])=[O:23])[NH:4][C:5]([O:7][CH2:8][CH:9]1[C:21]2[CH:20]=[CH:19][CH:18]=[CH:17][C:16]=2[C:15]2[C:10]1=[CH:11][CH:12]=[CH:13][CH:14]=2)=[O:6].[S:25]1[CH:29]=[CH:28][CH:27]=[C:26]1[C:30](O)=[O:31].C1C=NC2N(O)N=NC=2C=1.C(N=C=NC(C)C)(C)C, predict the reaction product. The product is: [CH:11]1[C:10]2[CH:9]([CH2:8][O:7][C:5]([NH:4][C@H:3]([C:22]([OH:24])=[O:23])[CH2:2][NH:1][C:30]([C:26]3[S:25][CH:29]=[CH:28][CH:27]=3)=[O:31])=[O:6])[C:21]3[C:16](=[CH:17][CH:18]=[CH:19][CH:20]=3)[C:15]=2[CH:14]=[CH:13][CH:12]=1.